Dataset: Full USPTO retrosynthesis dataset with 1.9M reactions from patents (1976-2016). Task: Predict the reactants needed to synthesize the given product. Given the product [S:16]=[C:10]1[CH2:11][O:12][CH2:13][CH:14]2[C:8]([C:4]3[CH:3]=[C:2]([NH:1][C:27]([C:24]4[CH:23]=[CH:22][C:21]([O:20][CH2:19][C:18]([F:31])([F:30])[F:17])=[CH:26][N:25]=4)=[O:28])[CH:7]=[CH:6][CH:5]=3)([CH2:15]2)[NH:9]1, predict the reactants needed to synthesize it. The reactants are: [NH2:1][C:2]1[CH:3]=[C:4]([C:8]23[CH2:15][CH:14]2[CH2:13][O:12][CH2:11][C:10](=[S:16])[NH:9]3)[CH:5]=[CH:6][CH:7]=1.[F:17][C:18]([F:31])([F:30])[CH2:19][O:20][C:21]1[CH:22]=[CH:23][C:24]([C:27](O)=[O:28])=[N:25][CH:26]=1.